Predict the product of the given reaction. From a dataset of Forward reaction prediction with 1.9M reactions from USPTO patents (1976-2016). (1) Given the reactants Cl.[NH:2]1[CH2:7][CH2:6][CH:5]([CH2:8][CH2:9][CH2:10][N:11]2[CH2:21][C:20]3[N:22]4[C:13](=[CH:14][N:15]=[C:16]4[CH:17]=[CH:18][CH:19]=3)[C:12]2=[O:23])[CH2:4][CH2:3]1.C1CCN2C(=NCCC2)CC1.C(N(CC)CC)C.C1C=CC(N([S:49]([C:52]([F:55])([F:54])[F:53])(=[O:51])=[O:50])[S:49]([C:52]([F:55])([F:54])[F:53])(=[O:51])=[O:50])=CC=1, predict the reaction product. The product is: [F:53][C:52]([F:55])([F:54])[S:49]([N:2]1[CH2:7][CH2:6][CH:5]([CH2:8][CH2:9][CH2:10][N:11]2[CH2:21][C:20]3[N:22]4[C:13](=[CH:14][N:15]=[C:16]4[CH:17]=[CH:18][CH:19]=3)[C:12]2=[O:23])[CH2:4][CH2:3]1)(=[O:51])=[O:50]. (2) Given the reactants [C:1](=[NH:5])(OC)[CH3:2].[NH2:6][C:7]1[C:15]2[C:10](=[CH:11][C:12]([Cl:22])=[C:13]([C:16]3[CH:21]=[CH:20][CH:19]=[CH:18][CH:17]=3)[CH:14]=2)[NH:9][N:8]=1, predict the reaction product. The product is: [Cl:22][C:12]1[CH:11]=[C:10]2[C:15]([C:7]([NH:6][C:1](=[NH:5])[CH3:2])=[N:8][NH:9]2)=[CH:14][C:13]=1[C:16]1[CH:21]=[CH:20][CH:19]=[CH:18][CH:17]=1. (3) Given the reactants [Br:1][C:2]1[C:3]([I:20])=[C:4]2[N:10]=[C:9]([C:11]3[CH:19]=[CH:18][C:14]([C:15]([OH:17])=O)=[CH:13][CH:12]=3)[NH:8][C:5]2=[N:6][CH:7]=1.[B-](F)(F)(F)F.CN(C(ON1C(=O)CCC1=O)=[N+](C)C)C.C(N(CC)CC)C.[NH:48]1[CH2:53][CH2:52][O:51][CH2:50][CH2:49]1.C(=O)(O)[O-].[Na+], predict the reaction product. The product is: [NH3:6].[Br:1][C:2]1[C:3]([I:20])=[C:4]2[N:10]=[C:9]([C:11]3[CH:12]=[CH:13][C:14]([C:15]([N:48]4[CH2:53][CH2:52][O:51][CH2:50][CH2:49]4)=[O:17])=[CH:18][CH:19]=3)[NH:8][C:5]2=[N:6][CH:7]=1. (4) Given the reactants [CH:1]1([N:6]2[CH2:12][CH2:11][C:10]3[CH:13]=[CH:14][C:15]([CH:17]4[CH2:22][CH2:21][NH:20][CH2:19][CH2:18]4)=[CH:16][C:9]=3[CH2:8][CH2:7]2)[CH2:5][CH2:4][CH2:3][CH2:2]1.[F:23][C:24]([F:33])([F:32])[C:25]1[CH:30]=[CH:29][C:28](Br)=[CH:27][N:26]=1.C1(P(C2CCCCC2)C2C=CC=CC=2C2C(N(C)C)=CC=CC=2)CCCCC1.CC(C)([O-])C.[Na+], predict the reaction product. The product is: [CH:1]1([N:6]2[CH2:12][CH2:11][C:10]3[CH:13]=[CH:14][C:15]([CH:17]4[CH2:22][CH2:21][N:20]([C:28]5[CH:27]=[N:26][C:25]([C:24]([F:33])([F:32])[F:23])=[CH:30][CH:29]=5)[CH2:19][CH2:18]4)=[CH:16][C:9]=3[CH2:8][CH2:7]2)[CH2:5][CH2:4][CH2:3][CH2:2]1. (5) The product is: [Br:6][C:7]1[CH:12]=[CH:11][C:10]([NH:13][CH2:14][CH2:15][N:16]2[CH2:20][CH2:19][CH2:18][CH2:17]2)=[CH:9][CH:8]=1. Given the reactants O1CCCC1.[Br:6][C:7]1[CH:12]=[CH:11][C:10]([NH:13][C:14](=O)[CH2:15][N:16]2[CH2:20][CH2:19][CH2:18][CH2:17]2)=[CH:9][CH:8]=1, predict the reaction product. (6) Given the reactants [Li+].C[Si]([N-][Si](C)(C)C)(C)C.[CH2:11]1COCC1.[Cl:16][C:17]1[CH:18]=[N:19][C:20]([N:23]2[CH2:28][CH2:27][CH:26]([CH:29]3[CH2:31][C:30]3([CH:34]=O)[C:32]#[N:33])[CH2:25][CH2:24]2)=[N:21][CH:22]=1, predict the reaction product. The product is: [Cl:16][C:17]1[CH:18]=[N:19][C:20]([N:23]2[CH2:28][CH2:27][CH:26]([CH:29]3[CH2:31][C:30]3([CH:34]=[CH2:11])[C:32]#[N:33])[CH2:25][CH2:24]2)=[N:21][CH:22]=1.